This data is from Reaction yield outcomes from USPTO patents with 853,638 reactions. The task is: Predict the reaction yield, written as a fraction of the theoretical maximum amount of product (1.0 means a 100% yield; for example, 0.34 means a 34% yield). (1) The reactants are [CH3:1][O:2][C:3]1[CH:4]=[C:5]2[C:10](=[CH:11][C:12]=1[O:13][CH3:14])[N:9]=[CH:8][CH:7]=[C:6]2[O:15][C:16]1[CH:21]=[CH:20][C:19]([NH:22][C:23](=O)[CH2:24][CH2:25][O:26][C:27]2[CH:32]=[CH:31][CH:30]=[CH:29][C:28]=2[CH3:33])=[C:18]([CH3:35])[C:17]=1[CH3:36].Cl.[OH-].[Na+]. The catalyst is O1CCCC1. The product is [CH3:1][O:2][C:3]1[CH:4]=[C:5]2[C:10](=[CH:11][C:12]=1[O:13][CH3:14])[N:9]=[CH:8][CH:7]=[C:6]2[O:15][C:16]1[CH:21]=[CH:20][C:19]([NH:22][CH2:23][CH2:24][CH2:25][O:26][C:27]2[CH:32]=[CH:31][CH:30]=[CH:29][C:28]=2[CH3:33])=[C:18]([CH3:35])[C:17]=1[CH3:36]. The yield is 0.800. (2) The reactants are C(OC(=O)[N:7](CC1C=CC(OC)=CC=1)[C:8]1[CH:13]=[C:12]([CH2:14][C@H:15]2[C:18](=[O:19])[N:17]([C:20](=[O:30])[NH:21][C@@H:22]([C:24]3[CH:29]=[CH:28][CH:27]=[CH:26][CH:25]=3)[CH3:23])[C@@H:16]2[CH:31]=[N:32][O:33][CH3:34])[CH:11]=[CH:10][N:9]=1)(C)(C)C.[F:45][C:46]([F:51])([F:50])[C:47]([OH:49])=[O:48]. The catalyst is C(Cl)Cl. The product is [F:45][C:46]([F:51])([F:50])[C:47]([OH:49])=[O:48].[NH2:7][C:8]1[CH:13]=[C:12]([CH2:14][C@H:15]2[C:18](=[O:19])[N:17]([C:20]([NH:21][C@@H:22]([C:24]3[CH:29]=[CH:28][CH:27]=[CH:26][CH:25]=3)[CH3:23])=[O:30])[C@@H:16]2[CH:31]=[N:32][O:33][CH3:34])[CH:11]=[CH:10][N:9]=1. The yield is 0.590. (3) The reactants are O[CH2:2][C:3]1[CH:12]=[N:11][C:10]2[N:9]3[CH2:13][CH2:14][CH2:15][C@H:8]3[C:7](=[O:16])[NH:6][C:5]=2[CH:4]=1.Cl.[Cl:18][C:19]1[CH:20]=[C:21]([CH:24]=[CH:25][C:26]=1[N:27]1[CH2:32][CH2:31][NH:30][CH2:29][CH2:28]1)[C:22]#[N:23].[I-].C(C[P+](C)(C)C)#N.C(N(CC)C(C)C)(C)C. The catalyst is C(#N)CC. The product is [Cl:18][C:19]1[CH:20]=[C:21]([CH:24]=[CH:25][C:26]=1[N:27]1[CH2:32][CH2:31][N:30]([CH2:2][C:3]2[CH:12]=[N:11][C:10]3[N:9]4[CH2:13][CH2:14][CH2:15][C@H:8]4[C:7](=[O:16])[NH:6][C:5]=3[CH:4]=2)[CH2:29][CH2:28]1)[C:22]#[N:23]. The yield is 0.702. (4) The reactants are [O:1]=[C:2]([C:10]1[CH:15]=[CH:14][CH:13]=[CH:12][CH:11]=1)[CH2:3][CH2:4][CH2:5][C:6]([O:8][CH3:9])=[O:7].[Br:16]Br.S([O-])([O-])=O.[Na+].[Na+]. The catalyst is C(OCC)C. The product is [Br:16][CH:3]([C:2](=[O:1])[C:10]1[CH:11]=[CH:12][CH:13]=[CH:14][CH:15]=1)[CH2:4][CH2:5][C:6]([O:8][CH3:9])=[O:7]. The yield is 1.00. (5) The reactants are [NH2:1][C:2]1[CH:10]=[C:9]([O:11][CH2:12][C:13]2[CH:18]=[CH:17][CH:16]=[CH:15][CH:14]=2)[C:8]([O:19][CH3:20])=[CH:7][C:3]=1[C:4]([NH2:6])=[O:5].[CH3:21]N(C=NC=[N+](C)C)C.[Cl-].C([O-])(=O)C.[Na+].C(O)(=O)C. The catalyst is O1CCOCC1. The product is [CH2:12]([O:11][C:9]1[CH:10]=[C:2]2[C:3]([C:4](=[O:5])[NH:6][CH:21]=[N:1]2)=[CH:7][C:8]=1[O:19][CH3:20])[C:13]1[CH:14]=[CH:15][CH:16]=[CH:17][CH:18]=1. The yield is 0.840.